From a dataset of Full USPTO retrosynthesis dataset with 1.9M reactions from patents (1976-2016). Predict the reactants needed to synthesize the given product. The reactants are: [OH:1][CH2:2][C:3]([CH2:9][OH:10])([CH2:7][OH:8])[C:4]([OH:6])=[O:5].[N+](=[CH2:13])=[N-].C(OCC)C. Given the product [OH:1][CH2:2][C:3]([CH2:9][OH:10])([CH2:7][OH:8])[C:4]([O:6][CH3:13])=[O:5], predict the reactants needed to synthesize it.